Dataset: Reaction yield outcomes from USPTO patents with 853,638 reactions. Task: Predict the reaction yield, written as a fraction of the theoretical maximum amount of product (1.0 means a 100% yield; for example, 0.34 means a 34% yield). (1) The reactants are [C:1]([CH:4]([CH2:12][C:13]([C:15]1[CH:20]=[CH:19][CH:18]=[CH:17][C:16]=1[N+:21]([O-:23])=[O:22])=O)[C:5]([O:7][C:8]([CH3:11])([CH3:10])[CH3:9])=[O:6])(=O)[CH3:2].C([O-])(=O)C.[NH4+:28]. The catalyst is C(O)(=O)C. The product is [CH3:2][C:1]1[NH:28][C:13]([C:15]2[CH:20]=[CH:19][CH:18]=[CH:17][C:16]=2[N+:21]([O-:23])=[O:22])=[CH:12][C:4]=1[C:5]([O:7][C:8]([CH3:11])([CH3:10])[CH3:9])=[O:6]. The yield is 0.960. (2) The reactants are [CH:1]([N:4]1[C:8]2[CH:9]=[CH:10][CH:11]=[CH:12][C:7]=2[N:6]([CH2:13][C:14]2[N:18]([CH2:19][CH2:20][CH:21]([CH3:23])[CH3:22])[C:17]3[CH:24]=[CH:25][C:26]([CH2:28]OS(C)(=O)=O)=[CH:27][C:16]=3[N:15]=2)[C:5]1=[O:34])([CH3:3])[CH3:2].[CH3:35][NH2:36]. No catalyst specified. The product is [CH3:35][NH:36][CH2:28][C:26]1[CH:25]=[CH:24][C:17]2[N:18]([CH2:19][CH2:20][CH:21]([CH3:23])[CH3:22])[C:14]([CH2:13][N:6]3[C:7]4[CH:12]=[CH:11][CH:10]=[CH:9][C:8]=4[N:4]([CH:1]([CH3:2])[CH3:3])[C:5]3=[O:34])=[N:15][C:16]=2[CH:27]=1. The yield is 0.940.